Predict the reactants needed to synthesize the given product. From a dataset of Full USPTO retrosynthesis dataset with 1.9M reactions from patents (1976-2016). (1) The reactants are: Br[CH2:2][CH2:3][CH2:4][CH2:5][N:6]1[C:10](=[O:11])[C:9]2=[CH:12][CH:13]=[CH:14][CH:15]=[C:8]2[C:7]1=[O:16].[I-].[Na+].C([O-])([O-])=O.[K+].[K+].[C:25]([N:32]1[CH2:37][CH2:36][NH:35][CH2:34][CH2:33]1)([O:27][C:28]([CH3:31])([CH3:30])[CH3:29])=[O:26]. Given the product [O:16]=[C:7]1[C:8]2[C:9](=[CH:12][CH:13]=[CH:14][CH:15]=2)[C:10](=[O:11])[N:6]1[CH2:5][CH2:4][CH2:3][CH2:2][N:35]1[CH2:34][CH2:33][N:32]([C:25]([O:27][C:28]([CH3:31])([CH3:30])[CH3:29])=[O:26])[CH2:37][CH2:36]1, predict the reactants needed to synthesize it. (2) The reactants are: [N+:1](/[CH:4]=[CH:5]/[C:6]1[CH:11]=[CH:10][CH:9]=[CH:8][CH:7]=1)([O-:3])=[O:2].C(O)(C(F)(F)F)=O.[CH2:19]([N:26]([CH2:30][Si](C)(C)C)[CH2:27]OC)[C:20]1[CH:25]=[CH:24][CH:23]=[CH:22][CH:21]=1. Given the product [CH2:19]([N:26]1[CH2:30][CH:5]([C:6]2[CH:11]=[CH:10][CH:9]=[CH:8][CH:7]=2)[CH:4]([N+:1]([O-:3])=[O:2])[CH2:27]1)[C:20]1[CH:25]=[CH:24][CH:23]=[CH:22][CH:21]=1, predict the reactants needed to synthesize it. (3) The reactants are: [H-].[Al+3].[Li+].[H-].[H-].[H-].[Cl-].[Al+3].[Cl-].[Cl-].[Cl:11][C:12]1[C:17]([O:18][CH3:19])=[C:16]([O:20][CH3:21])[CH:15]=[CH:14][C:13]=1/[CH:22]=[CH:23]/[N+:24]([O-])=O.Cl. Given the product [Cl:11][C:12]1[C:17]([O:18][CH3:19])=[C:16]([O:20][CH3:21])[CH:15]=[CH:14][C:13]=1[CH2:22][CH2:23][NH2:24], predict the reactants needed to synthesize it. (4) Given the product [CH3:1][O:2][C:3]1[CH:4]=[CH:5][C:6]([CH2:7][N:8]2[CH:17]=[C:16]3[C:10]([N:11]([CH2:39][C:40]4[CH:45]=[CH:44][CH:43]=[CH:42][N:41]=4)[CH2:12][CH2:13][CH2:14][C:15]3=[O:18])=[N:9]2)=[CH:19][CH:20]=1, predict the reactants needed to synthesize it. The reactants are: [CH3:1][O:2][C:3]1[CH:20]=[CH:19][C:6]([CH2:7][N:8]2[CH:17]=[C:16]3[C:10]([NH:11][CH2:12][CH2:13][CH2:14][C:15]3=[O:18])=[N:9]2)=[CH:5][CH:4]=1.[Li+].C[Si]([N-][Si](C)(C)C)(C)C.C([O-])([O-])=O.[K+].[K+].Br.Br[CH2:39][C:40]1[CH:45]=[CH:44][CH:43]=[CH:42][N:41]=1. (5) Given the product [C:15]([C:17]1[CH:13]([C:5]2[CH:6]=[CH:7][CH:8]=[C:9]3[C:4]=2[O:3][C:2]([CH3:1])=[CH:11][C:10]3=[O:12])[C:24]([C:25]([O:27][C:28]([CH3:31])([CH3:30])[CH3:29])=[O:26])=[C:23]([CH3:32])[NH:22][C:18]=1[CH3:19])#[N:16], predict the reactants needed to synthesize it. The reactants are: [CH3:1][C:2]1[O:3][C:4]2[C:9]([C:10](=[O:12])[CH:11]=1)=[CH:8][CH:7]=[CH:6][C:5]=2[CH:13]=O.[C:15]([CH:17]=[C:18]([O-])[CH3:19])#[N:16].[Na+].[NH2:22]/[C:23](/[CH3:32])=[CH:24]\[C:25]([O:27][C:28]([CH3:31])([CH3:30])[CH3:29])=[O:26].C(O)(=O)C. (6) Given the product [NH2:24][CH:22]1[CH2:11][CH2:12][CH2:13][N:14]([C:11]2[CH:12]=[CH:13][N:14]3[C:9]([C:10]=2[O:18][CH3:19])=[C:8]([CH2:20][CH3:21])[CH:7]=[C:6]([C:4]([O:3][CH2:1][CH3:2])=[O:5])[C:15]3=[O:16])[CH2:23]1, predict the reactants needed to synthesize it. The reactants are: [CH2:1]([O:3][C:4]([C:6]1[C:15](=[O:16])[N:14]2[C:9]([C:10]([O:18][CH3:19])=[C:11](Cl)[CH:12]=[CH:13]2)=[C:8]([CH2:20][CH3:21])[CH:7]=1)=[O:5])[CH3:2].[C:22](#[N:24])[CH3:23].